Dataset: Forward reaction prediction with 1.9M reactions from USPTO patents (1976-2016). Task: Predict the product of the given reaction. Given the reactants Cl.[C:2]1([C:8]23[CH2:15][CH2:14][C:11]([CH2:16][C:17]([OH:19])=[O:18])([CH2:12][CH2:13]2)[CH2:10][CH2:9]3)[CH:7]=[CH:6][CH:5]=[CH:4][CH:3]=1.[CH3:20]O, predict the reaction product. The product is: [C:2]1([C:8]23[CH2:9][CH2:10][C:11]([CH2:16][C:17]([O:19][CH3:20])=[O:18])([CH2:14][CH2:15]2)[CH2:12][CH2:13]3)[CH:3]=[CH:4][CH:5]=[CH:6][CH:7]=1.